From a dataset of Catalyst prediction with 721,799 reactions and 888 catalyst types from USPTO. Predict which catalyst facilitates the given reaction. Reactant: CCN(C(C)C)C(C)C.CN(C(ON1N=NC2C=CC=NC1=2)=[N+](C)C)C.F[P-](F)(F)(F)(F)F.[CH3:34][C@H:35]1[NH:40][CH2:39][C@H:38]([C:41]([O:43][CH3:44])=[O:42])[CH2:37][CH2:36]1.C(OC(N1[C@H](C)CC[C@@H](C(OC)=O)C1)=O)(C)(C)C.[F:63][C:64]1[CH:72]=[CH:71][C:67]([C:68](O)=[O:69])=[C:66]([N:73]2[N:77]=[CH:76][CH:75]=[N:74]2)[CH:65]=1.C([O-])(O)=O.[Na+]. Product: [F:63][C:64]1[CH:72]=[CH:71][C:67]([C:68]([N:40]2[C@H:35]([CH3:34])[CH2:36][CH2:37][C@@H:38]([C:41]([O:43][CH3:44])=[O:42])[CH2:39]2)=[O:69])=[C:66]([N:73]2[N:77]=[CH:76][CH:75]=[N:74]2)[CH:65]=1. The catalyst class is: 3.